From a dataset of Forward reaction prediction with 1.9M reactions from USPTO patents (1976-2016). Predict the product of the given reaction. (1) Given the reactants Cl.[NH2:2][C:3]([CH3:8])([CH3:7])[C:4](Cl)=[O:5].[CH2:9]([N:16]1[C:20]([NH2:21])=[CH:19][C:18]([C:22]2[CH:27]=[CH:26][CH:25]=[CH:24][CH:23]=2)=[N:17]1)[C:10]1[CH:15]=[CH:14][CH:13]=[CH:12][CH:11]=1.C(N(CC)CC)C.[Cl:35][C:36]1[CH:41]=[CH:40][CH:39]=[CH:38][C:37]=1[N:42]=[C:43]=[O:44], predict the reaction product. The product is: [CH2:9]([N:16]1[C:20]([NH:21][C:4](=[O:5])[C:3]([NH:2][C:43]([NH:42][C:37]2[CH:38]=[CH:39][CH:40]=[CH:41][C:36]=2[Cl:35])=[O:44])([CH3:8])[CH3:7])=[CH:19][C:18]([C:22]2[CH:27]=[CH:26][CH:25]=[CH:24][CH:23]=2)=[N:17]1)[C:10]1[CH:11]=[CH:12][CH:13]=[CH:14][CH:15]=1. (2) Given the reactants [OH:1][C:2]1[CH:7]=[CH:6][C:5]([CH2:8][C:9]([OH:11])=[O:10])=[CH:4][CH:3]=1.O[C:13]1[CH:20]=[C:19]([OH:21])[CH:18]=[CH:17][C:14]=1[CH:15]=O, predict the reaction product. The product is: [C:2]([O:1][C:2]1[CH:3]=[CH:4][C:5]([C:8]2[C:9](=[O:11])[O:10][C:17]3[C:14]([CH:15]=2)=[CH:13][CH:20]=[C:19]([O:21][C:9](=[O:10])[CH3:8])[CH:18]=3)=[CH:6][CH:7]=1)(=[O:1])[CH3:3]. (3) Given the reactants [CH2:1]([N:3]([CH2:22][CH3:23])[C:4]1[CH:21]=[CH:20][C:7]2[CH2:8][N:9](C(OC(C)(C)C)=O)[CH2:10][CH2:11][O:12][C:6]=2[CH:5]=1)[CH3:2].C(OCC)(=O)C.[ClH:30], predict the reaction product. The product is: [ClH:30].[ClH:30].[CH2:22]([N:3]([CH2:1][CH3:2])[C:4]1[CH:21]=[CH:20][C:7]2[CH2:8][NH:9][CH2:10][CH2:11][O:12][C:6]=2[CH:5]=1)[CH3:23]. (4) Given the reactants [C:1]1(OP(O[C:15]2[CH:20]=[CH:19][CH:18]=[CH:17][CH:16]=2)[C-]2C=CC=C2)C=CC=C[CH:2]=1.[C-:21]1(P(O[C:35]2[CH:40]=[CH:39][CH:38]=[CH:37][CH:36]=2)OC2C=CC=CC=2)C=CC=[CH:22]1.[Fe+2:41].[CH2:42]([P:46]([CH2:51][CH2:52][CH2:53][CH3:54])[CH2:47][CH2:48][CH2:49][CH3:50])[CH2:43][CH2:44][CH3:45].[C:55](#N)C.[CH2:58]1COCC1, predict the reaction product. The product is: [C:35]1([P:46]([C:15]2[CH:16]=[CH:17][CH:18]=[CH:19][CH:20]=2)[C-:51]2[CH:52]=[CH:53][CH:54]=[CH:55]2)[CH:36]=[CH:37][CH:38]=[CH:39][CH:40]=1.[C-:51]1([P:46]([C:42]2[CH:22]=[CH:21][CH:45]=[CH:44][CH:43]=2)[C:47]2[CH:2]=[CH:1][CH:50]=[CH:49][CH:48]=2)[CH:58]=[CH:54][CH:53]=[CH:52]1.[Fe+2:41]. (5) Given the reactants Br[C:2]1[C:7]([CH2:8][CH2:9][CH2:10][CH2:11][CH2:12][CH3:13])=[C:6]([F:14])[C:5]([F:15])=[C:4]([F:16])[C:3]=1[CH2:17][CH2:18][CH2:19][CH2:20][CH2:21][CH3:22].[Li]CCCC.[C:28](=[O:30])=[O:29].Cl, predict the reaction product. The product is: [F:16][C:4]1[C:3]([CH2:17][CH2:18][CH2:19][CH2:20][CH2:21][CH3:22])=[C:2]([C:7]([CH2:8][CH2:9][CH2:10][CH2:11][CH2:12][CH3:13])=[C:6]([F:14])[C:5]=1[F:15])[C:28]([OH:30])=[O:29].